From a dataset of Forward reaction prediction with 1.9M reactions from USPTO patents (1976-2016). Predict the product of the given reaction. (1) Given the reactants [Br:1][C:2]1[CH:11]=[C:10]2[C:5]([C:6]([CH3:14])([CH3:13])[CH2:7][CH2:8][C:9]2=O)=[CH:4][CH:3]=1.C1COCC1.[C:20]1([SH:26])[CH:25]=[CH:24][CH:23]=[CH:22][CH:21]=1.C(N(CC)CC)C, predict the reaction product. The product is: [CH3:13][C:6]1([CH3:14])[C:5]2[C:10](=[CH:11][C:2]([Br:1])=[CH:3][CH:4]=2)[C:9]([S:26][C:20]2[CH:25]=[CH:24][CH:23]=[CH:22][CH:21]=2)=[CH:8][CH2:7]1. (2) Given the reactants [F:1][C:2]1[CH:7]=[CH:6][C:5]([N:8]2[C:12]([CH2:13][O:14][C:15]3[CH:23]=[CH:22][C:18]([C:19]([OH:21])=O)=[CH:17][N:16]=3)=[C:11]([CH3:24])[N:10]=[N:9]2)=[CH:4][CH:3]=1.[NH2:25][C:26]([CH3:30])([CH3:29])[CH2:27][OH:28], predict the reaction product. The product is: [F:1][C:2]1[CH:3]=[CH:4][C:5]([N:8]2[C:12]([CH2:13][O:14][C:15]3[CH:23]=[CH:22][C:18]([C:19]([NH:25][C:26]([CH3:30])([CH3:29])[CH2:27][OH:28])=[O:21])=[CH:17][N:16]=3)=[C:11]([CH3:24])[N:10]=[N:9]2)=[CH:6][CH:7]=1. (3) Given the reactants CS[C:3]1[S:4][CH2:5][CH2:6][N:7]=1.Cl[C:9]1[N:14]=[CH:13][C:12]([CH2:15][NH2:16])=[CH:11][CH:10]=1, predict the reaction product. The product is: [S:4]1[CH2:5][CH2:6][N:7]=[C:3]1[NH:16][CH2:15][C:12]1[CH:13]=[N:14][CH:9]=[CH:10][CH:11]=1. (4) Given the reactants [F:1][C:2]([F:21])([F:20])[C:3]1[CH:8]=[CH:7][C:6]([C@:9]23[CH2:14][C@H:13]2[CH2:12][N:11]([CH:15]([CH3:19])[CH2:16][CH2:17]O)[CH2:10]3)=[CH:5][CH:4]=1.S(Cl)([Cl:24])=O.[OH-].[Na+].ClCCl, predict the reaction product. The product is: [Cl:24][CH2:17][CH2:16][CH:15]([N:11]1[CH2:12][C@H:13]2[C@:9]([C:6]3[CH:7]=[CH:8][C:3]([C:2]([F:21])([F:20])[F:1])=[CH:4][CH:5]=3)([CH2:14]2)[CH2:10]1)[CH3:19].